This data is from Full USPTO retrosynthesis dataset with 1.9M reactions from patents (1976-2016). The task is: Predict the reactants needed to synthesize the given product. (1) Given the product [NH2:7][C:6]1[CH:11]=[C:2]([F:1])[CH:3]=[CH:4][C:5]=1[SH:9], predict the reactants needed to synthesize it. The reactants are: [F:1][C:2]1[CH:3]=[CH:4][C:5]2[S:9]C(C)=[N:7][C:6]=2[CH:11]=1.Cl. (2) Given the product [F:15][C:16]1[CH:22]=[C:21]([F:23])[CH:20]=[CH:19][C:17]=1[NH:18][C:9](=[O:11])[C:8]1[CH:7]=[C:6]([CH:5]=[CH:4][C:3]=1[O:2][CH3:1])[C:12]([NH2:14])=[O:13], predict the reactants needed to synthesize it. The reactants are: [CH3:1][O:2][C:3]1[C:8]([C:9]([OH:11])=O)=[CH:7][C:6]([C:12]([NH2:14])=[O:13])=[CH:5][CH:4]=1.[F:15][C:16]1[CH:22]=[C:21]([F:23])[CH:20]=[CH:19][C:17]=1[NH2:18]. (3) Given the product [CH2:19]([C:7]1[CH:6]=[CH:5][C:4]([F:10])=[C:3]([C:11]2[S:12][CH:13]=[C:14]([C:16]([OH:18])=[O:17])[N:15]=2)[CH:2]=1)[CH3:20], predict the reactants needed to synthesize it. The reactants are: F[C:2]1[CH:7]=[C:6](OC)[CH:5]=[C:4]([F:10])[C:3]=1[C:11]1[S:12][CH:13]=[C:14]([C:16]([OH:18])=[O:17])[N:15]=1.[CH2:19](C1C=CC(F)=C(B(O)O)C=1)[CH3:20]. (4) Given the product [O:21]1[CH2:22][CH2:23][O:24][C:19]2[CH:18]=[C:17]([NH:15][C:16]3[N:33]4[C:28]([F:27])=[CH:29][CH:30]=[CH:31][C:32]4=[N:34][C:9]=3[C:8]3[C:11]([CH3:13])=[CH:12][C:5]([O:4][CH2:3][CH2:2][F:1])=[CH:6][C:7]=3[CH3:14])[CH:26]=[CH:25][C:20]1=2, predict the reactants needed to synthesize it. The reactants are: [F:1][CH2:2][CH2:3][O:4][C:5]1[CH:12]=[C:11]([CH3:13])[C:8]([CH:9]=O)=[C:7]([CH3:14])[CH:6]=1.[N+:15]([C:17]1[CH:26]=[CH:25][C:20]2[O:21][CH2:22][CH2:23][O:24][C:19]=2[CH:18]=1)#[C-:16].[F:27][C:28]1[N:33]=[C:32]([NH2:34])[CH:31]=[CH:30][CH:29]=1.[Br-].C([N+]1C=CN(C)C=1)CCC. (5) Given the product [CH3:7][N:6]1[C:2]([N:8]2[CH:12]=[C:11]([C:13]([O:15][CH3:16])=[O:14])[N:10]=[CH:9]2)=[CH:3][CH:4]=[N:5]1, predict the reactants needed to synthesize it. The reactants are: I[C:2]1[N:6]([CH3:7])[N:5]=[CH:4][CH:3]=1.[NH:8]1[CH:12]=[C:11]([C:13]([O:15][CH3:16])=[O:14])[N:10]=[CH:9]1.C(=O)([O-])[O-].[Cs+].[Cs+].N#N.